This data is from Forward reaction prediction with 1.9M reactions from USPTO patents (1976-2016). The task is: Predict the product of the given reaction. (1) Given the reactants C(=O)([O-])OC1C=CC(S(N2C3C(=CC=C(F)C=3)NC(=O)[C@@H]2CC)(=O)=O)=CC=1.C(Br)C=C.[CH2:32]([C@@H:34]1[N:43]([S:44]([C:47]2[CH:52]=[CH:51][C:50]([OH:53])=[CH:49][CH:48]=2)(=[O:46])=[O:45])[C:42]2[C:37](=[CH:38][CH:39]=[C:40]([F:54])[CH:41]=2)[N:36]([CH2:55][CH2:56][CH3:57])[C:35]1=[O:58])[CH3:33], predict the reaction product. The product is: [CH2:55]([N:36]1[C:37]2[C:42](=[CH:41][C:40]([F:54])=[CH:39][CH:38]=2)[N:43]([S:44]([C:47]2[CH:52]=[CH:51][C:50]([OH:53])=[CH:49][CH:48]=2)(=[O:46])=[O:45])[C@@H:34]([CH2:32][CH3:33])[C:35]1=[O:58])[CH:56]=[CH2:57]. (2) Given the reactants [O:1]=[C:2]1[NH:8][C:7]2[C:9]3[CH2:10][CH2:11][CH2:12][CH2:13][C:14]=3[CH:15]=[CH:16][C:6]=2[N:5]([C:17]2[CH:22]=[CH:21][C:20]([N:23]([CH3:36])S(C3C=CC=CC=3[N+]([O-])=O)(=O)=O)=[CH:19][CH:18]=2)[C:4](=[O:37])[CH2:3]1.C(=O)([O-])[O-].[K+].[K+].C1(S)C=CC=CC=1.O, predict the reaction product. The product is: [CH3:36][NH:23][C:20]1[CH:19]=[CH:18][C:17]([N:5]2[C:4](=[O:37])[CH2:3][C:2](=[O:1])[NH:8][C:7]3[C:9]4[CH2:10][CH2:11][CH2:12][CH2:13][C:14]=4[CH:15]=[CH:16][C:6]2=3)=[CH:22][CH:21]=1. (3) The product is: [Cl:16][C:17]1[CH:22]=[C:21]([Cl:23])[CH:20]=[C:19]([CH3:24])[C:18]=1[S:25]([NH:1][C:2]1[S:3][C:4]2[CH2:10][CH:9]([NH:11][C:12](=[O:15])[CH2:13][CH3:14])[CH2:8][CH2:7][C:5]=2[N:6]=1)(=[O:27])=[O:26]. Given the reactants [NH2:1][C:2]1[S:3][C:4]2[CH2:10][CH:9]([NH:11][C:12](=[O:15])[CH2:13][CH3:14])[CH2:8][CH2:7][C:5]=2[N:6]=1.[Cl:16][C:17]1[CH:22]=[C:21]([Cl:23])[CH:20]=[C:19]([CH3:24])[C:18]=1[S:25](Cl)(=[O:27])=[O:26], predict the reaction product. (4) Given the reactants [CH2:1]([O:3][C:4]([C:6]1([CH2:19][CH:20]=O)[CH2:11][CH2:10][N:9]([C:12]([O:14][C:15]([CH3:18])([CH3:17])[CH3:16])=[O:13])[CH2:8][CH2:7]1)=[O:5])[CH3:2].[NH2:22][C:23]1[CH:24]=[N:25][C:26]([Cl:29])=[N:27][CH:28]=1.CC(O)=O.[BH-](OC(C)=O)(OC(C)=O)OC(C)=O.[Na+].[NH4+].[OH-], predict the reaction product. The product is: [CH2:1]([O:3][C:4]([C:6]1([CH2:19][CH2:20][NH:22][C:23]2[CH:24]=[N:25][C:26]([Cl:29])=[N:27][CH:28]=2)[CH2:7][CH2:8][N:9]([C:12]([O:14][C:15]([CH3:18])([CH3:16])[CH3:17])=[O:13])[CH2:10][CH2:11]1)=[O:5])[CH3:2].